From a dataset of Forward reaction prediction with 1.9M reactions from USPTO patents (1976-2016). Predict the product of the given reaction. (1) Given the reactants [C:1]([O:5][C:6](=[O:21])[N:7]([CH3:20])[CH2:8][CH2:9][O:10][C:11]1[C:12](Cl)=[N:13][C:14]([Cl:18])=[N:15][C:16]=1[Cl:17])([CH3:4])([CH3:3])[CH3:2].[NH:22]1[CH2:27][CH2:26][O:25][CH2:24][CH2:23]1.C(N(CC)CC)C, predict the reaction product. The product is: [C:1]([O:5][C:6](=[O:21])[N:7]([CH2:8][CH2:9][O:10][C:11]1[C:16]([Cl:17])=[N:15][C:14]([Cl:18])=[N:13][C:12]=1[N:22]1[CH2:27][CH2:26][O:25][CH2:24][CH2:23]1)[CH3:20])([CH3:2])([CH3:3])[CH3:4]. (2) Given the reactants [Cl:1][C:2]1[CH:7]=[C:6]([OH:8])[CH:5]=[CH:4][C:3]=1[CH:9]([CH3:25])[C:10]([C:16]1[CH:17]=[C:18]([CH3:24])[C:19](=[O:23])[N:20]([CH3:22])[CH:21]=1)([OH:15])[C:11]([F:14])([F:13])[F:12].[CH3:26][O:27][C:28]([C:30]1[CH:31]=[N:32][C:33](Cl)=[N:34][CH:35]=1)=[O:29].N12CCN(CC1)CC2, predict the reaction product. The product is: [CH3:26][O:27][C:28]([C:30]1[CH:31]=[N:32][C:33]([O:8][C:6]2[CH:5]=[CH:4][C:3]([CH:9]([CH3:25])[C:10]([C:16]3[CH:17]=[C:18]([CH3:24])[C:19](=[O:23])[N:20]([CH3:22])[CH:21]=3)([OH:15])[C:11]([F:13])([F:14])[F:12])=[C:2]([Cl:1])[CH:7]=2)=[N:34][CH:35]=1)=[O:29]. (3) Given the reactants FC(F)(F)C(O)=O.FC(F)(F)C(O)=O.[NH2:15][CH2:16][C@H:17]1[CH2:22][CH2:21][C@H:20]([N:23]2[C:27]3=[C:28]4[S:34][CH:33]=[CH:32][C:29]4=[N:30][CH:31]=[C:26]3[N:25]=[C:24]2[C@H:35]([OH:37])[CH3:36])[CH2:19][CH2:18]1.C(N(CC)CC)C.Cl[C:46]([O:48][CH2:49][CH3:50])=[O:47], predict the reaction product. The product is: [CH2:49]([O:48][C:46](=[O:47])[NH:15][CH2:16][C@H:17]1[CH2:22][CH2:21][C@H:20]([N:23]2[C:27]3=[C:28]4[S:34][CH:33]=[CH:32][C:29]4=[N:30][CH:31]=[C:26]3[N:25]=[C:24]2[C@H:35]([OH:37])[CH3:36])[CH2:19][CH2:18]1)[CH3:50]. (4) Given the reactants [CH3:1][C@@H:2]1[N:18]([C:19](=[O:21])[CH3:20])[CH2:17][C:6]2[CH:7]=[CH:8][CH:9]=[C:10]3[C:11]4[CH2:12][CH2:13][CH2:14][CH2:15][C:16]=4[N:4]([C:5]=23)[CH2:3]1.N([O-])=O.[Na+].Cl.C1(=O)CCCCC1, predict the reaction product. The product is: [CH3:1][C@H:2]1[N:18]([C:19](=[O:21])[CH3:20])[CH2:17][C:6]2[CH:7]=[CH:8][CH:9]=[C:10]3[C:11]4[CH2:12][CH2:13][CH2:14][CH2:15][C:16]=4[N:4]([C:5]=23)[CH2:3]1. (5) Given the reactants C[O-].[Na+].[CH3:4][O:5][C:6](=[O:37])[CH2:7][CH:8]([S:33][C:34](=O)C)[CH:9]1[O:13][N:12]=[C:11]([C:14]2[CH:19]=[CH:18][C:17]([O:20][CH2:21][C:22]3[C:31]4[C:26](=[CH:27][CH:28]=[CH:29][CH:30]=4)[N:25]=[C:24]([CH3:32])[CH:23]=3)=[CH:16][CH:15]=2)[CH2:10]1.CI, predict the reaction product. The product is: [CH3:4][O:5][C:6](=[O:37])[CH2:7][CH:8]([CH:9]1[O:13][N:12]=[C:11]([C:14]2[CH:19]=[CH:18][C:17]([O:20][CH2:21][C:22]3[C:31]4[C:26](=[CH:27][CH:28]=[CH:29][CH:30]=4)[N:25]=[C:24]([CH3:32])[CH:23]=3)=[CH:16][CH:15]=2)[CH2:10]1)[S:33][CH3:34].